From a dataset of Full USPTO retrosynthesis dataset with 1.9M reactions from patents (1976-2016). Predict the reactants needed to synthesize the given product. (1) Given the product [NH2:7][C:6]1[N:5]([CH2:8][C:9]2[CH:14]=[CH:13][C:12]([CH3:15])=[CH:11][CH:10]=2)[N:4]=[CH:3][C:2]=1[N:1]=[CH:21][C:20]1[CH:23]=[CH:24][C:17]([OH:16])=[CH:18][CH:19]=1, predict the reactants needed to synthesize it. The reactants are: [NH2:1][C:2]1[CH:3]=[N:4][N:5]([CH2:8][C:9]2[CH:14]=[CH:13][C:12]([CH3:15])=[CH:11][CH:10]=2)[C:6]=1[NH2:7].[OH:16][C:17]1[CH:24]=[CH:23][C:20]([CH:21]=O)=[CH:19][CH:18]=1. (2) Given the product [C:48]([S:32][CH2:33][CH2:34][N:35]([CH2:36][CH2:37][C:38]1[CH:43]=[CH:42][CH:41]=[CH:40][CH:39]=1)[C:14](=[O:15])[NH:9][C@@H:8]([CH:10]([CH3:11])[CH3:12])[C:7]([O:6][C:2]([CH3:5])([CH3:4])[CH3:3])=[O:13])(=[O:44])[CH3:47], predict the reactants needed to synthesize it. The reactants are: Cl.[C:2]([O:6][C:7](=[O:13])[C@H:8]([CH:10]([CH3:12])[CH3:11])[NH2:9])([CH3:5])([CH3:4])[CH3:3].[C:14](N1C=CN=C1)(N1C=CN=C1)=[O:15].N1C=CN=C1.Cl.[SH:32][CH2:33][CH2:34][NH:35][CH2:36][CH2:37][C:38]1[CH:43]=[CH:42][CH:41]=[CH:40][CH:39]=1.[O:44]1[CH2:48][CH2:47]CC1. (3) Given the product [CH:5]1([C:11]2[CH:12]=[CH:13][CH:14]=[C:15]([CH3:16])[C:10]=2[OH:9])[CH2:2][CH2:3]1, predict the reactants needed to synthesize it. The reactants are: [Li][C:2]([CH3:5])(C)[CH3:3].C([O:9][C:10]1[C:15]([CH3:16])=[CH:14][CH:13]=[CH:12][C:11]=1Br)C=C.CN(CCN(C)C)C.O. (4) Given the product [ClH:17].[O:10]1[C:11]2[CH:16]=[CH:15][CH:14]=[CH:13][C:12]=2[C:8]([N:2]2[CH2:7][CH2:6][N:5]([CH2:18][CH2:19][C:20]3[CH:21]=[C:22]4[C:27](=[CH:28][CH:29]=3)[NH:26][C:25](=[O:30])[C:24]([CH3:31])=[C:23]4[CH3:32])[CH2:4][CH2:3]2)=[N:9]1, predict the reactants needed to synthesize it. The reactants are: Cl.[N:2]1([C:8]2[C:12]3[CH:13]=[CH:14][CH:15]=[CH:16][C:11]=3[O:10][N:9]=2)[CH2:7][CH2:6][NH:5][CH2:4][CH2:3]1.[Cl:17][CH2:18][CH2:19][C:20]1[CH:21]=[C:22]2[C:27](=[CH:28][CH:29]=1)[NH:26][C:25](=[O:30])[C:24]([CH3:31])=[C:23]2[CH3:32]. (5) The reactants are: [NH2:1][C@H:2]1[CH2:6][CH2:5][N:4]([CH:7]2[CH2:12][CH2:11][N:10]([C:13]([O:15][CH2:16][C:17]3[CH:22]=[CH:21][CH:20]=[CH:19][CH:18]=3)=[O:14])[CH2:9][CH2:8]2)[C:3]1=[O:23].F[C:25]1[CH:30]=[CH:29][C:28]([S:31]([CH3:34])(=[O:33])=[O:32])=[CH:27][C:26]=1[F:35].C([O-])([O-])=O.[Na+].[Na+].O. Given the product [F:35][C:26]1[CH:27]=[C:28]([S:31]([CH3:34])(=[O:33])=[O:32])[CH:29]=[CH:30][C:25]=1[NH:1][C@H:2]1[CH2:6][CH2:5][N:4]([CH:7]2[CH2:12][CH2:11][N:10]([C:13]([O:15][CH2:16][C:17]3[CH:22]=[CH:21][CH:20]=[CH:19][CH:18]=3)=[O:14])[CH2:9][CH2:8]2)[C:3]1=[O:23], predict the reactants needed to synthesize it.